This data is from Forward reaction prediction with 1.9M reactions from USPTO patents (1976-2016). The task is: Predict the product of the given reaction. (1) Given the reactants [CH3:1][C:2]1[CH:3]=[C:4]([NH:19][C:20]2[C:21]3[N:28]([CH2:29][CH2:30][NH:31]C(=O)OC(C)(C)C)[CH:27]=[CH:26][C:22]=3[N:23]=[CH:24][N:25]=2)[CH:5]=[CH:6][C:7]=1[O:8][C:9]1[CH:14]=[CH:13][CH:12]=[C:11]([C:15]([F:18])([F:17])[F:16])[CH:10]=1.FC(F)(F)C(O)=O, predict the reaction product. The product is: [NH2:31][CH2:30][CH2:29][N:28]1[C:21]2[C:20]([NH:19][C:4]3[CH:5]=[CH:6][C:7]([O:8][C:9]4[CH:14]=[CH:13][CH:12]=[C:11]([C:15]([F:17])([F:18])[F:16])[CH:10]=4)=[C:2]([CH3:1])[CH:3]=3)=[N:25][CH:24]=[N:23][C:22]=2[CH:26]=[CH:27]1. (2) Given the reactants BrC1C=CC2OC3C(=O)NC(C4CCNCC4)=NC=3C=2C=1.BrC1C=CC2OC3C(=O)NC(C4CCN(C(OC(C)(C)C)=O)CC4)=NC=3C=2C=1.[Cl:50][C:51]1[CH:52]=[CH:53][C:54]2[O:63][C:62]3[C:61](=[O:64])[NH:60][C:59]([C@@H:65]4[CH2:69][C@H:68]([OH:70])[CH2:67][N:66]4C(OC(C)(C)C)=O)=[N:58][C:57]=3[C:55]=2[CH:56]=1, predict the reaction product. The product is: [Cl:50][C:51]1[CH:52]=[CH:53][C:54]2[O:63][C:62]3[C:61](=[O:64])[NH:60][C:59]([C@@H:65]4[CH2:69][C@H:68]([OH:70])[CH2:67][NH:66]4)=[N:58][C:57]=3[C:55]=2[CH:56]=1.